Dataset: Forward reaction prediction with 1.9M reactions from USPTO patents (1976-2016). Task: Predict the product of the given reaction. (1) Given the reactants C1(C)C=CC(S(Cl)(=O)=O)=CC=1.[CH3:12][O:13][CH2:14][CH2:15][C:16]1[N:17]([CH2:42][CH2:43][CH3:44])[C:18]2[C:27]3[CH:26]=[CH:25][C:24]([O:28][CH2:29][CH2:30][CH2:31][NH:32][C:33](=[O:39])[O:34][C:35]([CH3:38])([CH3:37])[CH3:36])=[CH:23][C:22]=3[N+:21]([O-])=[CH:20][C:19]=2[N:41]=1.[OH-].[NH4+:46], predict the reaction product. The product is: [NH2:46][C:20]1[C:19]2[N:41]=[C:16]([CH2:15][CH2:14][O:13][CH3:12])[N:17]([CH2:42][CH2:43][CH3:44])[C:18]=2[C:27]2[CH:26]=[CH:25][C:24]([O:28][CH2:29][CH2:30][CH2:31][NH:32][C:33](=[O:39])[O:34][C:35]([CH3:38])([CH3:37])[CH3:36])=[CH:23][C:22]=2[N:21]=1. (2) Given the reactants [C:1]([CH:4]1[CH2:6][CH2:5]1)(=[O:3])[CH3:2].[F:7][C:8]1[CH:13]=[CH:12][C:11]([Mg]Br)=[CH:10][CH:9]=1.O.C(OCC)(=O)C, predict the reaction product. The product is: [CH:4]1([C:1]([C:11]2[CH:12]=[CH:13][C:8]([F:7])=[CH:9][CH:10]=2)([OH:3])[CH3:2])[CH2:6][CH2:5]1.